Dataset: Full USPTO retrosynthesis dataset with 1.9M reactions from patents (1976-2016). Task: Predict the reactants needed to synthesize the given product. (1) Given the product [F:30][C:31]([F:44])([F:45])[C:32]1[CH:33]=[C:34]([CH:37]=[C:38]([C:40]([F:43])([F:41])[F:42])[CH:39]=1)[CH2:35][N:8]1[C:9]2[C:5](=[CH:4][CH:3]=[C:2]([Cl:1])[CH:10]=2)[C:6]([C:12]([N:14]2[CH2:15][CH2:16][C:17]3([C:23]4[CH:24]=[CH:25][CH:26]=[CH:27][C:22]=4[CH2:21][O:20]3)[CH2:18][CH2:19]2)=[O:13])=[C:7]1[CH3:11], predict the reactants needed to synthesize it. The reactants are: [Cl:1][C:2]1[CH:10]=[C:9]2[C:5]([C:6]([C:12]([N:14]3[CH2:19][CH2:18][C:17]4([C:23]5[CH:24]=[CH:25][CH:26]=[CH:27][C:22]=5[CH2:21][O:20]4)[CH2:16][CH2:15]3)=[O:13])=[C:7]([CH3:11])[NH:8]2)=[CH:4][CH:3]=1.[H-].[Na+].[F:30][C:31]([F:45])([F:44])[C:32]1[CH:33]=[C:34]([CH:37]=[C:38]([C:40]([F:43])([F:42])[F:41])[CH:39]=1)[CH2:35]Br. (2) Given the product [Cl:1][C:2]1[CH:24]=[CH:23][C:5]([CH2:6][N:7]2[C:12](=[O:13])[C:11]([O:26][CH3:25])=[N:10][N:9]([C:15]3[CH:20]=[CH:19][CH:18]=[CH:17][C:16]=3[OH:21])[C:8]2=[O:22])=[CH:4][CH:3]=1, predict the reactants needed to synthesize it. The reactants are: [Cl:1][C:2]1[CH:24]=[CH:23][C:5]([CH2:6][N:7]2[C:12](=[O:13])[C:11](Br)=[N:10][N:9]([C:15]3[CH:20]=[CH:19][CH:18]=[CH:17][C:16]=3[OH:21])[C:8]2=[O:22])=[CH:4][CH:3]=1.[CH3:25][O-:26].[Na+]. (3) The reactants are: [CH3:1][CH:2]1[CH2:7][CH2:6][N:5]([C:8]([O:10][C:11]2[C:19]3[C:14](=[CH:15][C:16]([N+:20]([O-])=O)=[CH:17][CH:18]=3)[NH:13][N:12]=2)=[O:9])[CH2:4][CH2:3]1. Given the product [CH3:1][CH:2]1[CH2:7][CH2:6][N:5]([C:8]([O:10][C:11]2[C:19]3[C:14](=[CH:15][C:16]([NH2:20])=[CH:17][CH:18]=3)[NH:13][N:12]=2)=[O:9])[CH2:4][CH2:3]1, predict the reactants needed to synthesize it. (4) Given the product [F:1][C:2]1[C:19]([F:20])=[C:18]2[C:5]([CH2:6][C:7]3([C@H:16]4[C@H:24]([CH3:25])[O:23][C@H:22]([CH3:26])[CH2:21][N:17]42)[C:8](=[O:15])[NH:9][C:10](=[O:14])[NH:11][C:12]3=[O:13])=[CH:4][C:3]=1[CH:27]=[O:28], predict the reactants needed to synthesize it. The reactants are: [F:1][C:2]1[C:19]([F:20])=[C:18]2[C:5]([CH2:6][C:7]3([C@H:16]4[C@H:24]([CH3:25])[O:23][C@H:22]([CH3:26])[CH2:21][N:17]42)[C:12](=[O:13])[NH:11][C:10](=[O:14])[NH:9][C:8]3=[O:15])=[CH:4][C:3]=1[CH2:27][OH:28].C[N+]1([O-])CCOCC1.